The task is: Predict the reactants needed to synthesize the given product.. This data is from Full USPTO retrosynthesis dataset with 1.9M reactions from patents (1976-2016). Given the product [C:16]1([N:9]2[CH2:14][CH2:13][CH2:12][CH2:11][CH2:10]2)[CH:21]=[CH:20][CH:19]=[CH:18][CH:17]=1, predict the reactants needed to synthesize it. The reactants are: [O-]P([O-])([O-])=O.[K+].[K+].[K+].[NH:9]1[CH2:14][CH2:13][CH2:12][CH2:11][CH2:10]1.I[C:16]1[CH:21]=[CH:20][CH:19]=[CH:18][CH:17]=1.C(O)CO.